Dataset: Tox21: 12 toxicity assays (nuclear receptors and stress response pathways). Task: Binary classification across 12 toxicity assays. (1) The molecule is Clc1cc(Cl)c(Cl)cc1Cl. It tested positive (active) for: NR-ER (Estrogen Receptor agonist activity). (2) The molecule is CC[C@@H](C(=O)[C@@H](C)[C@@H](O)[C@H](C)[C@@H]1O[C@@H]([C@@H](CC)C(=O)O)[C@@H](C)C[C@@H]1C)[C@H]1O[C@]2(C=C[C@@H](O)[C@]3(CC[C@@](C)([C@H]4CC[C@](O)(CC)[C@H](C)O4)O3)O2)[C@H](C)C[C@@H]1C. It tested positive (active) for: SR-p53 (p53 tumor suppressor activation).